From a dataset of Reaction yield outcomes from USPTO patents with 853,638 reactions. Predict the reaction yield, written as a fraction of the theoretical maximum amount of product (1.0 means a 100% yield; for example, 0.34 means a 34% yield). (1) The catalyst is O1CCCC1.CN1CCCN(C)C1=O. The product is [CH3:13][O:14][C:15](=[O:27])[CH:16]([C:17]1[CH:22]=[CH:21][C:20]([Cl:23])=[C:19]([N+:24]([O-:26])=[O:25])[CH:18]=1)[CH2:29][CH:30]1[CH2:34][CH2:33][CH2:32][CH2:31]1. The reactants are C(NC(C)C)(C)C.C([Li])CCC.[CH3:13][O:14][C:15](=[O:27])[CH2:16][C:17]1[CH:22]=[CH:21][C:20]([Cl:23])=[C:19]([N+:24]([O-:26])=[O:25])[CH:18]=1.I[CH2:29][CH:30]1[CH2:34][CH2:33][CH2:32][CH2:31]1. The yield is 0.320. (2) The reactants are [F:1][C:2]1[CH:3]=[C:4]2[C:8](=[CH:9][CH:10]=1)[NH:7][N:6]=[C:5]2[I:11].O[CH:13]1[CH2:17][CH2:16][O:15][CH2:14]1. No catalyst specified. The product is [F:1][C:2]1[CH:3]=[C:4]2[C:8](=[CH:9][CH:10]=1)[N:7]([CH:13]1[CH2:17][CH2:16][O:15][CH2:14]1)[N:6]=[C:5]2[I:11]. The yield is 0.560. (3) The reactants are [F:1][C:2]([F:23])([C:8]1[CH:13]=[CH:12][CH:11]=[C:10]([O:14][CH2:15][CH2:16][N:17]2[CH2:22][CH2:21][O:20][CH2:19][CH2:18]2)[CH:9]=1)[C:3]([O:5]CC)=[O:4].O.[OH-].[Li+]. The catalyst is CO.O1CCCC1.O. The product is [F:23][C:2]([F:1])([C:8]1[CH:13]=[CH:12][CH:11]=[C:10]([O:14][CH2:15][CH2:16][N:17]2[CH2:22][CH2:21][O:20][CH2:19][CH2:18]2)[CH:9]=1)[C:3]([OH:5])=[O:4]. The yield is 0.440. (4) The yield is 0.626. The reactants are [CH3:1][C:2]1[N:7]=[CH:6][C:5]([C:8](O)=[O:9])=[CH:4][N:3]=1.[BH4-].[Na+]. The catalyst is C(O)C. The product is [CH3:1][C:2]1[N:7]=[CH:6][C:5]([CH2:8][OH:9])=[CH:4][N:3]=1.